Dataset: Catalyst prediction with 721,799 reactions and 888 catalyst types from USPTO. Task: Predict which catalyst facilitates the given reaction. (1) Reactant: Cl[C:2]1[C:7]([NH:8][C:9]2[C:18]3[C:13](=[CH:14][C:15]([F:20])=[CH:16][C:17]=3[F:19])[N:12]=[C:11]([C:21]3[CH:26]=[CH:25][CH:24]=[CH:23][N:22]=3)[C:10]=2[CH3:27])=[CH:6][C:5]([N:28]2[CH2:33][CH2:32][O:31][CH2:30][CH2:29]2)=[CH:4][N:3]=1.[CH3:34][S:35]([C:38]1[CH:43]=[CH:42][C:41](B(O)O)=[CH:40][CH:39]=1)(=[O:37])=[O:36].C1(P(C2CCCCC2)C2CCCCC2)CCCCC1.[O-]P([O-])([O-])=O.[K+].[K+].[K+]. Product: [F:19][C:17]1[CH:16]=[C:15]([F:20])[CH:14]=[C:13]2[C:18]=1[C:9]([NH:8][C:7]1[C:2]([C:41]3[CH:42]=[CH:43][C:38]([S:35]([CH3:34])(=[O:37])=[O:36])=[CH:39][CH:40]=3)=[N:3][CH:4]=[C:5]([N:28]3[CH2:33][CH2:32][O:31][CH2:30][CH2:29]3)[CH:6]=1)=[C:10]([CH3:27])[C:11]([C:21]1[CH:26]=[CH:25][CH:24]=[CH:23][N:22]=1)=[N:12]2. The catalyst class is: 552. (2) Reactant: [BH4-].[Li+].[CH3:3][C@H:4]1[CH2:8][CH2:7][N:6]([C:9]([O:11][C:12]([CH3:15])([CH3:14])[CH3:13])=[O:10])[C@@H:5]1[C:16](OCC)=[O:17].CO. Product: [OH:17][CH2:16][C@@H:5]1[C@@H:4]([CH3:3])[CH2:8][CH2:7][N:6]1[C:9]([O:11][C:12]([CH3:13])([CH3:15])[CH3:14])=[O:10]. The catalyst class is: 1. (3) Reactant: [C:1]([OH:7])([C:3]([F:6])([F:5])[F:4])=[O:2].C(OC(=O)[NH:14][C@H:15]([C:23](=[O:35])[NH:24][C@H:25]1[CH2:30][C@@H:29]2[C:31]([CH3:33])([CH3:32])[C@@:26]1([CH3:34])[CH2:27][CH2:28]2)[CH2:16][CH:17]1[CH2:22][CH2:21][CH2:20][CH2:19][CH2:18]1)(C)(C)C. Product: [F:4][C:3]([F:6])([F:5])[C:1]([OH:7])=[O:2].[NH2:14][C@@H:15]([CH2:16][CH:17]1[CH2:18][CH2:19][CH2:20][CH2:21][CH2:22]1)[C:23]([NH:24][C@H:25]1[CH2:30][C@@H:29]2[C:31]([CH3:33])([CH3:32])[C@@:26]1([CH3:34])[CH2:27][CH2:28]2)=[O:35]. The catalyst class is: 2. (4) Reactant: [CH2:1]([O:8][C:9]1[C:14]([CH2:15][N:16]2[CH2:25][CH2:24][C:23]3[C:18](=[C:19]([Cl:42])[C:20]([CH:27](O)[CH:28]4[CH2:33][CH2:32][N:31]([C:34]([O:36][C:37]([CH3:40])([CH3:39])[CH3:38])=[O:35])[CH2:30][CH2:29]4)=[CH:21][C:22]=3[Cl:26])[C:17]2=[O:43])=[C:13]([CH3:44])[CH:12]=[C:11]([CH3:45])[N:10]=1)[C:2]1[CH:7]=[CH:6][CH:5]=[CH:4][CH:3]=1.COCCN(S(F)(F)[F:56])CCOC. The catalyst class is: 410. Product: [CH2:1]([O:8][C:9]1[C:14]([CH2:15][N:16]2[CH2:25][CH2:24][C:23]3[C:18](=[C:19]([Cl:42])[C:20]([CH:27]([F:56])[CH:28]4[CH2:33][CH2:32][N:31]([C:34]([O:36][C:37]([CH3:40])([CH3:39])[CH3:38])=[O:35])[CH2:30][CH2:29]4)=[CH:21][C:22]=3[Cl:26])[C:17]2=[O:43])=[C:13]([CH3:44])[CH:12]=[C:11]([CH3:45])[N:10]=1)[C:2]1[CH:7]=[CH:6][CH:5]=[CH:4][CH:3]=1. (5) Reactant: Br[C:2]1[N:3]=[N:4][C:5]([C:8]2[CH:9]=[N:10][CH:11]=[C:12]([CH:18]=2)[C:13]([O:15][CH2:16][CH3:17])=[O:14])=[CH:6][N:7]=1.[Br:19][C:20]1[CH:32]=[CH:31][C:30]([F:33])=[CH:29][C:21]=1[O:22][CH:23]1[CH2:28][CH2:27][NH:26][CH2:25][CH2:24]1.C(=O)([O-])[O-].[K+].[K+]. Product: [Br:19][C:20]1[CH:32]=[CH:31][C:30]([F:33])=[CH:29][C:21]=1[O:22][CH:23]1[CH2:24][CH2:25][N:26]([C:2]2[N:3]=[N:4][C:5]([C:8]3[CH:9]=[N:10][CH:11]=[C:12]([CH:18]=3)[C:13]([O:15][CH2:16][CH3:17])=[O:14])=[CH:6][N:7]=2)[CH2:27][CH2:28]1. The catalyst class is: 12. (6) The catalyst class is: 3. Reactant: [C:1]([O:5][C:6](=[O:16])[CH2:7][C@H:8]([CH2:12][CH:13]([CH3:15])[CH3:14])[C:9]([OH:11])=O)([CH3:4])([CH3:3])[CH3:2].C(Cl)CCl.C1C=CC2N(O)N=NC=2C=1.[NH2:31][C@@H:32]([CH2:37][CH2:38][C:39]1[CH:44]=[CH:43][CH:42]=[CH:41][CH:40]=1)[C:33]([NH:35][CH3:36])=[O:34].C(N(CC)CC)C. Product: [CH3:14][CH:13]([CH3:15])[CH2:12][C@H:8]([C:9](=[O:11])[NH:31][C@@H:32]([CH2:37][CH2:38][C:39]1[CH:40]=[CH:41][CH:42]=[CH:43][CH:44]=1)[C:33]([NH:35][CH3:36])=[O:34])[CH2:7][C:6]([O:5][C:1]([CH3:2])([CH3:3])[CH3:4])=[O:16]. (7) Reactant: [O:1]1[C:5]2[CH:6]=[CH:7][C:8]([C:10]3[S:11][CH:12]=[C:13]([C:15]([OH:17])=O)[N:14]=3)=[CH:9][C:4]=2[CH2:3][CH2:2]1.[CH3:18][C:19]1[NH:23][N:22]=[C:21]([NH2:24])[CH:20]=1.CN(C(ON1N=NC2C=CC=CC1=2)=[N+](C)C)C.F[P-](F)(F)(F)(F)F. Product: [O:1]1[C:5]2[CH:6]=[CH:7][C:8]([C:10]3[S:11][CH:12]=[C:13]([C:15]([NH:24][C:21]4[CH:20]=[C:19]([CH3:18])[NH:23][N:22]=4)=[O:17])[N:14]=3)=[CH:9][C:4]=2[CH2:3][CH2:2]1. The catalyst class is: 17.